This data is from Forward reaction prediction with 1.9M reactions from USPTO patents (1976-2016). The task is: Predict the product of the given reaction. Given the reactants [C:1]([O:5][C:6]([N:8]1[CH2:13][CH2:12][N:11]([C:14]2[C:19]([CH3:20])=[CH:18][C:17](Br)=[CH:16][N:15]=2)[CH2:10][CH2:9]1)=[O:7])([CH3:4])([CH3:3])[CH3:2].P([O-])([O-])([O-])=O.[K+].[K+].[K+].[CH:30]1(B(O)O)[CH2:33][CH2:32][CH2:31]1.C1(C)C=CC=CC=1, predict the reaction product. The product is: [C:1]([O:5][C:6]([N:8]1[CH2:13][CH2:12][N:11]([C:14]2[C:19]([CH3:20])=[CH:18][C:17]([CH:30]3[CH2:33][CH2:32][CH2:31]3)=[CH:16][N:15]=2)[CH2:10][CH2:9]1)=[O:7])([CH3:4])([CH3:3])[CH3:2].